Task: Regression. Given a peptide amino acid sequence and an MHC pseudo amino acid sequence, predict their binding affinity value. This is MHC class I binding data.. Dataset: Peptide-MHC class I binding affinity with 185,985 pairs from IEDB/IMGT (1) The peptide sequence is THADVPVVL. The MHC is HLA-A11:01 with pseudo-sequence HLA-A11:01. The binding affinity (normalized) is 0.0847. (2) The peptide sequence is KVCGSNLLSI. The MHC is HLA-A02:01 with pseudo-sequence HLA-A02:01. The binding affinity (normalized) is 0.222. (3) The peptide sequence is SVNCFTSLVWAPL. The MHC is HLA-B53:01 with pseudo-sequence HLA-B53:01. The binding affinity (normalized) is 0.0725.